This data is from Peptide-MHC class II binding affinity with 134,281 pairs from IEDB. The task is: Regression. Given a peptide amino acid sequence and an MHC pseudo amino acid sequence, predict their binding affinity value. This is MHC class II binding data. (1) The peptide sequence is QWHKEGSSIGKLFTQ. The MHC is HLA-DQA10501-DQB10303 with pseudo-sequence HLA-DQA10501-DQB10303. The binding affinity (normalized) is 0.421. (2) The peptide sequence is AFKVAATAANAAPHN. The MHC is HLA-DPA10201-DPB11401 with pseudo-sequence HLA-DPA10201-DPB11401. The binding affinity (normalized) is 0.804. (3) The peptide sequence is EKKRFAATQFEPLAA. The MHC is HLA-DPA10201-DPB10101 with pseudo-sequence HLA-DPA10201-DPB10101. The binding affinity (normalized) is 0.388. (4) The peptide sequence is AEQFKQKALGLLQTASRQAE. The MHC is DRB1_0101 with pseudo-sequence DRB1_0101. The binding affinity (normalized) is 0. (5) The peptide sequence is RVLDILVARRLLLKK. The MHC is DRB1_0802 with pseudo-sequence DRB1_0802. The binding affinity (normalized) is 0.612. (6) The peptide sequence is VKLVDANGKLHDKKS. The MHC is DRB1_1201 with pseudo-sequence DRB1_1201. The binding affinity (normalized) is 0.0471. (7) The peptide sequence is EEGSRAYRNALSMMP. The MHC is DRB1_1101 with pseudo-sequence DRB1_1101. The binding affinity (normalized) is 0.552. (8) The peptide sequence is PVTGCGERTEGRCLHYTV. The MHC is DRB1_0101 with pseudo-sequence DRB1_0101. The binding affinity (normalized) is 0. (9) The peptide sequence is EEPDDIDCWCYGVEN. The MHC is DRB1_0801 with pseudo-sequence DRB1_0801. The binding affinity (normalized) is 0.